This data is from Forward reaction prediction with 1.9M reactions from USPTO patents (1976-2016). The task is: Predict the product of the given reaction. (1) Given the reactants [C:1]([C:3]1[CH:4]=[CH:5][C:6]2[C@@:13]3([CH3:17])[C:14]([CH3:16])([CH3:15])[C@H:9]([N:10]([C:18]([N:20]4[CH2:25][CH2:24][CH2:23][CH2:22][CH2:21]4)=[O:19])[CH2:11][CH2:12]3)[CH2:8][C:7]=2[C:26]=1OS(C(F)(F)F)(=O)=O)#[N:2].[F-].[K+].[OH-].[Na+], predict the reaction product. The product is: [CH3:17][C@:13]12[C:14]([CH3:15])([CH3:16])[C@H:9]([N:10]([C:18]([N:20]3[CH2:25][CH2:24][CH2:23][CH2:22][CH2:21]3)=[O:19])[CH2:11][CH2:12]1)[CH2:8][C:7]1[CH:26]=[C:3]([C:1]#[N:2])[CH:4]=[CH:5][C:6]2=1. (2) The product is: [Cl:1][C:2]1[CH:7]=[C:6]([Cl:8])[CH:5]=[CH:4][C:3]=1[C:9]1[C:29](=[O:30])[N:28]([CH3:31])[C:12]2[N:13]([CH3:27])[C:14]3[C:19]([C:11]=2[CH:10]=1)=[CH:18][C:17]([C:20]1[N:21]=[CH:22][S:23][CH:24]=1)=[CH:16][CH:15]=3. Given the reactants [Cl:1][C:2]1[CH:7]=[C:6]([Cl:8])[CH:5]=[CH:4][C:3]=1[C:9]1[C:29](=[O:30])[N:28]([CH3:31])[C:12]2[N:13]([CH3:27])[C:14]3[C:19]([C:11]=2[CH:10]=1)=[CH:18][C:17]([C:20]1[N:21]=[C:22](CO)[S:23][CH:24]=1)=[CH:16][CH:15]=3.[H-].[Na+].C1(Br)CC1.O, predict the reaction product. (3) The product is: [CH3:24][C:21]1[CH:22]=[CH:23][C:18]([S:15]([N:5]([C@H:6]([C:12]([OH:14])=[O:13])[CH2:7][CH2:8][CH2:9][CH2:10][NH:11][C:39]([C@@H:34]([NH:33][C:25]([C:26]2[CH:31]=[CH:30][CH:29]=[CH:28][CH:27]=2)=[O:32])[CH2:35][C:36]([NH2:37])=[O:38])=[O:40])[CH2:1][CH:2]([CH3:3])[CH3:4])(=[O:17])=[O:16])=[CH:19][CH:20]=1. Given the reactants [CH2:1]([N:5]([S:15]([C:18]1[CH:23]=[CH:22][C:21]([CH3:24])=[CH:20][CH:19]=1)(=[O:17])=[O:16])[C@H:6]([C:12]([OH:14])=[O:13])[CH2:7][CH2:8][CH2:9][CH2:10][NH2:11])[CH:2]([CH3:4])[CH3:3].[C:25]([NH:33][C@H:34]([C:39](O)=[O:40])[CH2:35][C:36](=[O:38])[NH2:37])(=[O:32])[C:26]1[CH:31]=[CH:30][CH:29]=[CH:28][CH:27]=1, predict the reaction product.